From a dataset of Forward reaction prediction with 1.9M reactions from USPTO patents (1976-2016). Predict the product of the given reaction. Given the reactants [Br:1][C:2]1[CH:6]=[C:5]([C:7]2[O:12][C:11](=[O:13])[C:10]3[CH:14]=[C:15]([C:19]#[N:20])[CH:16]=[C:17]([CH3:18])[C:9]=3[N:8]=2)[N:4]([C:21]2[C:26]([Cl:27])=[CH:25][CH:24]=[CH:23][N:22]=2)[N:3]=1.[OH-].[NH4+:29], predict the reaction product. The product is: [Br:1][C:2]1[CH:6]=[C:5]([C:7]([NH:8][C:9]2[C:10]([C:11]([NH2:29])=[O:13])=[CH:14][C:15]([C:19]#[N:20])=[CH:16][C:17]=2[CH3:18])=[O:12])[N:4]([C:21]2[C:26]([Cl:27])=[CH:25][CH:24]=[CH:23][N:22]=2)[N:3]=1.